Task: Binary Classification. Given a T-cell receptor sequence (or CDR3 region) and an epitope sequence, predict whether binding occurs between them.. Dataset: TCR-epitope binding with 47,182 pairs between 192 epitopes and 23,139 TCRs (1) The epitope is KLWAQCVQL. The TCR CDR3 sequence is CASSYLGDLDNSPLHF. Result: 1 (the TCR binds to the epitope). (2) The epitope is AMFWSVPTV. The TCR CDR3 sequence is CASSLVGGLAETQYF. Result: 1 (the TCR binds to the epitope). (3) The epitope is TTLPVNVAF. The TCR CDR3 sequence is CASSQSGGLKDTQYF. Result: 0 (the TCR does not bind to the epitope). (4) The epitope is LLSAGIFGA. The TCR CDR3 sequence is CASSLYNEQFF. Result: 0 (the TCR does not bind to the epitope). (5) The epitope is LLWNGPMAV. The TCR CDR3 sequence is CASSSRTGDTQYF. Result: 1 (the TCR binds to the epitope). (6) The epitope is SFHSLHLLF. The TCR CDR3 sequence is CASSPDRGHGYTF. Result: 0 (the TCR does not bind to the epitope). (7) The epitope is QARQMVQAMRTIGTHP. The TCR CDR3 sequence is CASSTTGSTEAFF. Result: 1 (the TCR binds to the epitope). (8) The epitope is KTWGQYWQV. The TCR CDR3 sequence is CASSPPRGLPYEQYF. Result: 0 (the TCR does not bind to the epitope). (9) The TCR CDR3 sequence is CASSQGWDMHEKLFF. The epitope is IQYIDIGNY. Result: 0 (the TCR does not bind to the epitope). (10) The epitope is WICLLQFAY. The TCR CDR3 sequence is CASSAGTGGITDTQYF. Result: 1 (the TCR binds to the epitope).